This data is from Reaction yield outcomes from USPTO patents with 853,638 reactions. The task is: Predict the reaction yield, written as a fraction of the theoretical maximum amount of product (1.0 means a 100% yield; for example, 0.34 means a 34% yield). (1) The reactants are [NH2:1][C:2]1[CH:10]=[C:9]([F:11])[C:8]([I:12])=[CH:7][C:3]=1[C:4]([OH:6])=[O:5].Cl[C:14]([O:17]C(Cl)=O)(Cl)Cl. The catalyst is O1CCOCC1. The product is [F:11][C:9]1[CH:10]=[C:2]2[NH:1][C:14](=[O:17])[O:6][C:4](=[O:5])[C:3]2=[CH:7][C:8]=1[I:12]. The yield is 0.900. (2) The reactants are [C:1]([C:4]1[C:14]([OH:15])=[CH:13][C:12]2[CH:11]3[CH2:16][CH:7]([CH2:8][N:9]([C:17](=[O:22])[C:18]([F:21])([F:20])[F:19])[CH2:10]3)[C:6]=2[CH:5]=1)(=O)[CH3:2].Cl.[NH2:24][OH:25].CC([O-])=O.[Na+]. The catalyst is CO.O. The product is [F:20][C:18]([F:21])([F:19])[C:17]([N:9]1[CH2:10][CH:11]2[CH2:16][CH:7]([C:6]3[CH:5]=[C:4]([C:1](=[N:24][OH:25])[CH3:2])[C:14]([OH:15])=[CH:13][C:12]=32)[CH2:8]1)=[O:22]. The yield is 0.930. (3) The reactants are [CH3:1][O:2][C:3]1[CH:4]=[C:5]2[C:10](=[CH:11][CH:12]=1)[C:9]([C:13](=[O:29])[C:14]1[CH:19]=[CH:18][C:17]([O:20][CH2:21][CH2:22][N:23]3[CH2:28][CH2:27][CH2:26][CH2:25][CH2:24]3)=[CH:16][CH:15]=1)=[C:8](OS(C(F)(F)F)(=O)=O)[CH:7]=[CH:6]2.[F:38][C:39]1[C:44]([F:45])=[C:43]([F:46])[CH:42]=[CH:41][C:40]=1B(O)O.[F-].[Cs+]. The catalyst is Cl[Pd](Cl)([P](C1C=CC=CC=1)(C1C=CC=CC=1)C1C=CC=CC=1)[P](C1C=CC=CC=1)(C1C=CC=CC=1)C1C=CC=CC=1.C(#N)C. The product is [CH3:1][O:2][C:3]1[CH:4]=[C:5]2[C:10](=[CH:11][CH:12]=1)[C:9]([C:13]([C:14]1[CH:15]=[CH:16][C:17]([O:20][CH2:21][CH2:22][N:23]3[CH2:24][CH2:25][CH2:26][CH2:27][CH2:28]3)=[CH:18][CH:19]=1)=[O:29])=[C:8]([C:42]1[CH:41]=[CH:40][C:39]([F:38])=[C:44]([F:45])[C:43]=1[F:46])[CH:7]=[CH:6]2. The yield is 0.430. (4) The reactants are [CH3:1][S-:2].[Na+].[Cl:4][C:5]1[N:6]=[C:7]([N:20]2[CH2:25][CH2:24][O:23][CH2:22][CH2:21]2)[C:8]2[N:14]=[C:13]([C:15]([O:17][CH3:18])=[O:16])[CH:12]=[C:11](Cl)[C:9]=2[N:10]=1.O. The catalyst is C1COCC1. The product is [Cl:4][C:5]1[N:6]=[C:7]([N:20]2[CH2:25][CH2:24][O:23][CH2:22][CH2:21]2)[C:8]2[N:14]=[C:13]([C:15]([O:17][CH3:18])=[O:16])[CH:12]=[C:11]([S:2][CH3:1])[C:9]=2[N:10]=1. The yield is 0.840. (5) The reactants are [CH:1]1([N:7]([CH:18]2[CH2:23][CH2:22][CH2:21][CH2:20][CH2:19]2)[C:8]([NH:10][C:11]2[S:12][C:13]([CH:16]=O)=[CH:14][N:15]=2)=[O:9])[CH2:6][CH2:5][CH2:4][CH2:3][CH2:2]1.Cl.[NH:25]1[CH2:30][CH2:29][CH:28]([NH:31][S:32]([CH:35]([CH3:37])[CH3:36])(=[O:34])=[O:33])[CH2:27][CH2:26]1.C(O[BH-](OC(=O)C)OC(=O)C)(=O)C.[Na+]. The product is [CH:1]1([N:7]([CH:18]2[CH2:23][CH2:22][CH2:21][CH2:20][CH2:19]2)[C:8](=[O:9])[NH:10][C:11]2[S:12][C:13]([CH2:16][N:25]3[CH2:26][CH2:27][CH:28]([NH:31][S:32]([CH:35]([CH3:37])[CH3:36])(=[O:33])=[O:34])[CH2:29][CH2:30]3)=[CH:14][N:15]=2)[CH2:6][CH2:5][CH2:4][CH2:3][CH2:2]1. The yield is 0.110. No catalyst specified.